This data is from Full USPTO retrosynthesis dataset with 1.9M reactions from patents (1976-2016). The task is: Predict the reactants needed to synthesize the given product. (1) Given the product [F:13][C:14]1[CH:15]=[CH:16][C:17]2[O:21][C:20]([C:2]3[C:3]([NH2:12])=[N:4][CH:5]=[C:6]([C:8]([F:11])([F:10])[F:9])[CH:7]=3)=[N:19][C:18]=2[CH:22]=1, predict the reactants needed to synthesize it. The reactants are: Br[C:2]1[C:3]([NH2:12])=[N:4][CH:5]=[C:6]([C:8]([F:11])([F:10])[F:9])[CH:7]=1.[F:13][C:14]1[CH:15]=[CH:16][C:17]2[O:21][CH:20]=[N:19][C:18]=2[CH:22]=1.CC([O-])=O.[K+]. (2) Given the product [CH3:40][C:41]1[O:45][C:44](=[O:46])[O:43][C:42]=1[CH2:47][O:48][C:49](=[O:77])[C@@:50]([CH2:75][O:15][C:13](=[O:14])[C@@H:9]([NH2:8])[CH:10]([CH3:11])[CH3:12])([CH3:74])[CH2:51][C@H:52]([NH:66][C:67]([C:69]1[NH:70][N:71]=[N:72][CH:73]=1)=[O:68])[CH2:53][C:54]1[CH:55]=[CH:56][C:57]([C:60]2[CH:65]=[CH:64][CH:63]=[CH:62][CH:61]=2)=[CH:58][CH:59]=1, predict the reactants needed to synthesize it. The reactants are: C(OC([NH:8][C@H:9]([C:13]([OH:15])=[O:14])[CH:10]([CH3:12])[CH3:11])=O)(C)(C)C.C1C=CC2N(O)N=NC=2C=1.CCN=C=NCCCN(C)C.C(Cl)Cl.[CH3:40][C:41]1[O:45][C:44](=[O:46])[O:43][C:42]=1[CH2:47][O:48][C:49](=[O:77])[C@@:50]([CH2:75]O)([CH3:74])[CH2:51][C@H:52]([NH:66][C:67]([C:69]1[NH:70][N:71]=[N:72][CH:73]=1)=[O:68])[CH2:53][C:54]1[CH:59]=[CH:58][C:57]([C:60]2[CH:65]=[CH:64][CH:63]=[CH:62][CH:61]=2)=[CH:56][CH:55]=1.CN1CCOCC1. (3) Given the product [O:1]1[C:6]2[CH:7]=[CH:8][C:9]([C:11]([C:13]3[C:22](=[O:23])[C:21]4[C:16](=[CH:17][CH:18]=[CH:19][CH:20]=4)[N:15]([CH2:27][C:28]4[N:33]=[C:32]([C:34]#[N:35])[CH:31]=[CH:30][CH:29]=4)[CH:14]=3)=[O:12])=[CH:10][C:5]=2[O:4][CH2:3][CH2:2]1, predict the reactants needed to synthesize it. The reactants are: [O:1]1[C:6]2[CH:7]=[CH:8][C:9]([C:11]([C:13]3[C:22](=[O:23])[C:21]4[C:16](=[CH:17][CH:18]=[CH:19][CH:20]=4)[NH:15][CH:14]=3)=[O:12])=[CH:10][C:5]=2[O:4][CH2:3][CH2:2]1.[H-].[Na+].Br[CH2:27][C:28]1[N:33]=[C:32]([C:34]#[N:35])[CH:31]=[CH:30][CH:29]=1. (4) The reactants are: Cl.CN(C)CCCN=C=NCC.[Cl:13][C:14]1[S:18][C:17]([C:19]([N:21]2[CH2:25][CH:24]([C:26]([OH:28])=O)[O:23][CH2:22]2)=[O:20])=[CH:16][CH:15]=1.[NH2:29][C:30]1[CH:35]=[CH:34][C:33]([N:36]2[CH2:41][CH2:40][O:39][CH2:38][C:37]2=[O:42])=[CH:32][CH:31]=1.C(=O)([O-])O.[Na+]. Given the product [O:42]=[C:37]1[CH2:38][O:39][CH2:40][CH2:41][N:36]1[C:33]1[CH:32]=[CH:31][C:30]([NH:29][C:26]([CH:24]2[O:23][CH2:22][N:21]([C:19]([C:17]3[S:18][C:14]([Cl:13])=[CH:15][CH:16]=3)=[O:20])[CH2:25]2)=[O:28])=[CH:35][CH:34]=1, predict the reactants needed to synthesize it. (5) The reactants are: [CH3:1][C:2]([NH:6][C:7]([C:9]1[S:10][CH:11]=[CH:12][C:13]=1[OH:14])=[O:8])([CH3:5])[C:3]#[CH:4].C([O-])([O-])=O.[Cs+].[Cs+].[CH2:21](Br)[C:22]1[CH:27]=[CH:26][CH:25]=[CH:24][CH:23]=1. Given the product [CH2:21]([O:14][C:13]1[CH:12]=[CH:11][S:10][C:9]=1[C:7]([NH:6][C:2]([CH3:1])([CH3:5])[C:3]#[CH:4])=[O:8])[C:22]1[CH:27]=[CH:26][CH:25]=[CH:24][CH:23]=1, predict the reactants needed to synthesize it. (6) Given the product [F:33][C:2]([F:1])([F:32])[O:3][C:4]1[CH:9]=[CH:8][C:7]([S:10]([N:13]2[CH2:18][CH2:17][C:16](=[N:19][O:20][CH2:21][C:22]3[CH:23]=[C:24]([CH:29]=[CH:30][CH:31]=3)[C:25]([OH:27])=[O:26])[CH2:15][CH2:14]2)(=[O:12])=[O:11])=[CH:6][CH:5]=1, predict the reactants needed to synthesize it. The reactants are: [F:1][C:2]([F:33])([F:32])[O:3][C:4]1[CH:9]=[CH:8][C:7]([S:10]([N:13]2[CH2:18][CH2:17][C:16](=[N:19][O:20][CH2:21][C:22]3[CH:23]=[C:24]([CH:29]=[CH:30][CH:31]=3)[C:25]([O:27]C)=[O:26])[CH2:15][CH2:14]2)(=[O:12])=[O:11])=[CH:6][CH:5]=1.[OH-].[Na+].Cl.O.